Dataset: Peptide-MHC class I binding affinity with 185,985 pairs from IEDB/IMGT. Task: Regression. Given a peptide amino acid sequence and an MHC pseudo amino acid sequence, predict their binding affinity value. This is MHC class I binding data. (1) The peptide sequence is SAVYFKAKWL. The MHC is HLA-A02:01 with pseudo-sequence HLA-A02:01. The binding affinity (normalized) is 0.323. (2) The peptide sequence is GRYNLVPPK. The MHC is HLA-A03:01 with pseudo-sequence HLA-A03:01. The binding affinity (normalized) is 0.0847. (3) The peptide sequence is VHFIREFHI. The MHC is H-2-Db with pseudo-sequence H-2-Db. The binding affinity (normalized) is 0.0592. (4) The peptide sequence is GPFGMSRIL. The MHC is HLA-B07:02 with pseudo-sequence HLA-B07:02. The binding affinity (normalized) is 0.634. (5) The peptide sequence is YQEPPAHGL. The binding affinity (normalized) is 0.213. The MHC is HLA-B27:05 with pseudo-sequence HLA-B27:05. (6) The MHC is HLA-A68:02 with pseudo-sequence HLA-A68:02. The peptide sequence is SLIGSKTQI. The binding affinity (normalized) is 0.0773.